Task: Regression/Classification. Given a drug SMILES string, predict its absorption, distribution, metabolism, or excretion properties. Task type varies by dataset: regression for continuous measurements (e.g., permeability, clearance, half-life) or binary classification for categorical outcomes (e.g., BBB penetration, CYP inhibition). Dataset: cyp3a4_veith.. Dataset: CYP3A4 inhibition data for predicting drug metabolism from PubChem BioAssay (1) The compound is Cc1c2cnccc2c(C)c2c1c1ccccc1n2CCOC(=O)c1ccccc1. The result is 1 (inhibitor). (2) The compound is CN(C)c1ccc(-c2cncnc2NCCN2CCOCC2)cc1. The result is 1 (inhibitor). (3) The result is 0 (non-inhibitor). The compound is CCOc1ccc(N2CC(=O)N(c3ccc(OCC)cc3)CC2=O)cc1.